From a dataset of Catalyst prediction with 721,799 reactions and 888 catalyst types from USPTO. Predict which catalyst facilitates the given reaction. (1) Reactant: [Cl:1][C:2]1[C:3]([OH:33])=[CH:4][C:5]([O:12][CH2:13][C@:14]([OH:32])([CH3:31])[CH2:15][NH:16][CH:17]2[CH2:22][CH2:21][N:20]([CH2:23][C:24]3[CH:29]=[CH:28][C:27]([Cl:30])=[CH:26][CH:25]=3)[CH2:19][CH2:18]2)=[C:6]([NH:8][C:9](=[O:11])[CH3:10])[CH:7]=1.[C:34]([OH:41])(=[O:40])/[CH:35]=[CH:36]/[C:37]([OH:39])=[O:38]. Product: [C:34]([OH:41])(=[O:40])/[CH:35]=[CH:36]/[C:37]([OH:39])=[O:38].[Cl:1][C:2]1[C:3]([OH:33])=[CH:4][C:5]([O:12][CH2:13][C@:14]([OH:32])([CH3:31])[CH2:15][NH:16][CH:17]2[CH2:18][CH2:19][N:20]([CH2:23][C:24]3[CH:25]=[CH:26][C:27]([Cl:30])=[CH:28][CH:29]=3)[CH2:21][CH2:22]2)=[C:6]([NH:8][C:9](=[O:11])[CH3:10])[CH:7]=1.[Cl:1][C:2]1[C:3]([OH:33])=[CH:4][C:5]([O:12][CH2:13][C@@:14]([CH3:31])([OH:32])[CH2:15][NH:16][CH:17]2[CH2:18][CH2:19][N:20]([CH2:23][C:24]3[CH:25]=[CH:26][C:27]([Cl:30])=[CH:28][CH:29]=3)[CH2:21][CH2:22]2)=[C:6]([NH:8][C:9](=[O:11])[CH3:10])[CH:7]=1. The catalyst class is: 5. (2) Reactant: FC(F)(F)S(O[C:7]1[CH2:16][CH2:15][C:10]2([O:14][CH2:13][CH2:12][O:11]2)[CH2:9][CH:8]=1)(=O)=O.[B:19]1([B:19]2[O:23][C:22]([CH3:25])([CH3:24])[C:21]([CH3:27])([CH3:26])[O:20]2)[O:23][C:22]([CH3:25])([CH3:24])[C:21]([CH3:27])([CH3:26])[O:20]1.CC([O-])=O.[K+]. Product: [O:14]1[C:10]2([CH2:15][CH2:16][C:7]([B:19]3[O:23][C:22]([CH3:25])([CH3:24])[C:21]([CH3:27])([CH3:26])[O:20]3)=[CH:8][CH2:9]2)[O:11][CH2:12][CH2:13]1. The catalyst class is: 294. (3) Reactant: [H-].[Na+].[CH3:3][N:4]([CH2:6][CH2:7][C:8]1[CH:16]=[C:15]2[C:11]([CH:12]=[CH:13][NH:14]2)=[CH:10][CH:9]=1)[CH3:5].I[CH:18]([CH3:20])[CH3:19]. Product: [NH3:4].[CH3:3][N:4]([CH2:6][CH2:7][C:8]1[CH:16]=[C:15]2[C:11]([CH:12]=[CH:13][N:14]2[CH:18]([CH3:20])[CH3:19])=[CH:10][CH:9]=1)[CH3:5]. The catalyst class is: 3. (4) Product: [C:1]([O:5][C:6](=[O:7])[NH:8][C:9]1[CH:14]=[CH:13][C:12]([NH:15][C:16]([O:18][C:19]([CH3:22])([CH3:21])[CH3:20])=[O:17])=[CH:11][C:10]=1[CH:31]=[O:32])([CH3:4])([CH3:3])[CH3:2]. The catalyst class is: 6. Reactant: [C:1]([O:5][C:6]([NH:8][C:9]1[CH:14]=[CH:13][C:12]([NH:15][C:16]([O:18][C:19]([CH3:22])([CH3:21])[CH3:20])=[O:17])=[CH:11][C:10]=1Br)=[O:7])([CH3:4])([CH3:3])[CH3:2].C([Li])(C)(C)C.CN(C)[CH:31]=[O:32].CCOCC. (5) Reactant: [CH3:1][NH:2][C:3]([C:5]1[C:13]2[C:8](=[N:9][C:10]([NH:15][S:16]([CH3:19])(=[O:18])=[O:17])=[C:11]([I:14])[CH:12]=2)[O:7][C:6]=1[C:20]1[CH:25]=[CH:24][C:23]([F:26])=[CH:22][CH:21]=1)=[O:4].C([O-])([O-])=O.[K+].[K+].Br[CH2:34][CH2:35][CH2:36][CH2:37][C:38]([O:40][CH3:41])=[O:39]. Product: [CH3:41][O:40][C:38](=[O:39])[CH2:37][CH2:36][CH2:35][CH2:34][N:15]([C:10]1[N:9]=[C:8]2[O:7][C:6]([C:20]3[CH:25]=[CH:24][C:23]([F:26])=[CH:22][CH:21]=3)=[C:5]([C:3](=[O:4])[NH:2][CH3:1])[C:13]2=[CH:12][C:11]=1[I:14])[S:16]([CH3:19])(=[O:18])=[O:17]. The catalyst class is: 21. (6) Reactant: [Cl:1][C:2]1[S:6][C:5]([C:7]2[CH:12]=[CH:11][C:10]([O:13]C)=[CH:9][CH:8]=2)=[N:4][CH:3]=1.C(S)CCCCCCCCCCC.[Al+3].[Cl-].[Cl-].[Cl-].Cl. Product: [Cl:1][C:2]1[S:6][C:5]([C:7]2[CH:8]=[CH:9][C:10]([OH:13])=[CH:11][CH:12]=2)=[N:4][CH:3]=1. The catalyst class is: 11.